From a dataset of Full USPTO retrosynthesis dataset with 1.9M reactions from patents (1976-2016). Predict the reactants needed to synthesize the given product. (1) Given the product [OH:8][N:9]1[C:14]2[N:15]=[CH:16][N:17]=[CH:18][C:13]=2[C:12]([NH:19][CH2:20][C:21]2[CH:26]=[CH:25][C:24]([O:27][CH3:28])=[CH:23][CH:22]=2)=[CH:11][C:10]1=[O:29], predict the reactants needed to synthesize it. The reactants are: C([O:8][N:9]1[C:14]2[N:15]=[CH:16][N:17]=[CH:18][C:13]=2[C:12]([NH:19][CH2:20][C:21]2[CH:26]=[CH:25][C:24]([O:27][CH3:28])=[CH:23][CH:22]=2)=[CH:11][C:10]1=[O:29])C1C=CC=CC=1.[H][H]. (2) Given the product [C:41]([N:38]1[CH2:37][CH2:36][N:35]([C:32]2[CH:33]=[CH:34][C:29]([NH:28][C:2]3[N:10]=[C:9]4[C:5]([NH:6][C:7](=[O:16])[N:8]4[CH:11]([CH2:14][CH3:15])[CH2:12][CH3:13])=[CH:4][N:3]=3)=[CH:30][CH:31]=2)[CH2:40][CH2:39]1)(=[O:43])[CH3:42], predict the reactants needed to synthesize it. The reactants are: Cl[C:2]1[N:10]=[C:9]2[C:5]([NH:6][C:7](=[O:16])[N:8]2[CH:11]([CH2:14][CH3:15])[CH2:12][CH3:13])=[CH:4][N:3]=1.CC1C=CC(S(O)(=O)=O)=CC=1.[NH2:28][C:29]1[CH:34]=[CH:33][C:32]([N:35]2[CH2:40][CH2:39][N:38]([C:41](=[O:43])[CH3:42])[CH2:37][CH2:36]2)=[CH:31][CH:30]=1. (3) Given the product [CH2:20]([C:22]1[N:26]([C:27]2[CH:32]=[CH:31][CH:30]=[CH:29][CH:28]=2)[N:25]=[CH:24][C:23]=1[C:2]#[C:1][C:3]1[CH:4]=[N:5][N:6]2[CH:11]=[C:10]([C:12]3[CH:13]=[N:14][N:15]([CH3:17])[CH:16]=3)[CH:9]=[C:8]([O:18][CH3:19])[C:7]=12)[CH3:21], predict the reactants needed to synthesize it. The reactants are: [C:1]([C:3]1[CH:4]=[N:5][N:6]2[CH:11]=[C:10]([C:12]3[CH:13]=[N:14][N:15]([CH3:17])[CH:16]=3)[CH:9]=[C:8]([O:18][CH3:19])[C:7]=12)#[CH:2].[CH2:20]([C:22]1[N:26]([C:27]2[CH:32]=[CH:31][CH:30]=[CH:29][CH:28]=2)[N:25]=[CH:24][C:23]=1I)[CH3:21].C(N(CC)CC)C. (4) Given the product [C:3]1([NH:8][N:9]=[CH:10][C:11]2[C:12]([Br:19])=[CH:13][C:14]([CH3:18])=[CH:15][C:16]=2[Br:17])[CH:4]=[CH:5][CH:6]=[CH:7][CH:2]=1, predict the reactants needed to synthesize it. The reactants are: F[C:2]1[CH:7]=[CH:6][CH:5]=[CH:4][C:3]=1[NH:8][N:9]=[CH:10][C:11]1[C:16]([Br:17])=[CH:15][C:14]([CH3:18])=[CH:13][C:12]=1[Br:19].BrC1C=C(C)C=C(Br)C=1C=O.Cl.C1(NN)C=CC=CC=1.